From a dataset of Full USPTO retrosynthesis dataset with 1.9M reactions from patents (1976-2016). Predict the reactants needed to synthesize the given product. (1) Given the product [ClH:40].[ClH:40].[NH2:15][CH2:14][CH:13]([C:23]1[CH:28]=[CH:27][C:26]([O:29][CH2:30][C:31](=[O:38])[C:32]2[CH:37]=[CH:36][CH:35]=[CH:34][CH:33]=2)=[CH:25][CH:24]=1)[C:12]([NH:11][C:7]1[CH:6]=[C:5]2[C:10](=[CH:9][CH:8]=1)[CH:1]=[N:2][CH:3]=[CH:4]2)=[O:39], predict the reactants needed to synthesize it. The reactants are: [CH:1]1[C:10]2[C:5](=[CH:6][C:7]([NH:11][C:12](=[O:39])[CH:13]([C:23]3[CH:28]=[CH:27][C:26]([O:29][CH2:30][C:31](=[O:38])[C:32]4[CH:37]=[CH:36][CH:35]=[CH:34][CH:33]=4)=[CH:25][CH:24]=3)[CH2:14][NH:15]C(=O)OC(C)(C)C)=[CH:8][CH:9]=2)[CH:4]=[CH:3][N:2]=1.[ClH:40]. (2) Given the product [CH2:1]([N:8]1[C:17](=[O:18])[C:16]2[C:11](=[CH:12][C:13]([O:35][CH3:36])=[C:14]([O:19][C@H:20]3[CH2:21][CH2:22][C@@H:23]([NH:26][CH3:27])[CH2:24][CH2:25]3)[CH:15]=2)[N:10]=[CH:9]1)[C:2]1[CH:3]=[CH:4][CH:5]=[CH:6][CH:7]=1, predict the reactants needed to synthesize it. The reactants are: [CH2:1]([N:8]1[C:17](=[O:18])[C:16]2[C:11](=[CH:12][C:13]([O:35][CH3:36])=[C:14]([O:19][C@H:20]3[CH2:25][CH2:24][C@@H:23]([N:26](C(OC(C)(C)C)=O)[CH3:27])[CH2:22][CH2:21]3)[CH:15]=2)[N:10]=[CH:9]1)[C:2]1[CH:7]=[CH:6][CH:5]=[CH:4][CH:3]=1.Cl.FC(F)(F)C(O)=O. (3) Given the product [C:1]([O:5][C:6]([N:8]1[CH2:11][CH:10]([O:12][C:13]2[CH:18]=[C:17]([Cl:19])[CH:16]=[CH:15][C:14]=2[C:33]2[CH:32]=[CH:31][CH:30]=[C:29]([CH3:28])[CH:34]=2)[CH2:9]1)=[O:7])([CH3:4])([CH3:3])[CH3:2], predict the reactants needed to synthesize it. The reactants are: [C:1]([O:5][C:6]([N:8]1[CH2:11][CH:10]([O:12][C:13]2[CH:18]=[C:17]([Cl:19])[CH:16]=[CH:15][C:14]=2OS(C(F)(F)F)(=O)=O)[CH2:9]1)=[O:7])([CH3:4])([CH3:3])[CH3:2].[CH3:28][C:29]1[CH:30]=[C:31](B(O)O)[CH:32]=[CH:33][CH:34]=1.[O-]P([O-])([O-])=O.[K+].[K+].[K+].C(Cl)Cl.